Predict the product of the given reaction. From a dataset of Forward reaction prediction with 1.9M reactions from USPTO patents (1976-2016). (1) The product is: [Cl:1][C:2]1[C:7]([CH2:8][N:9]([CH2:20][C:21]2[CH:22]=[C:23]([CH:35]=[CH:36][CH:37]=2)[CH2:24][N:25]2[CH:29]([C:30]([N:50]3[CH2:51][CH2:52][CH:47]([C:41]4[CH:46]=[CH:45][CH:44]=[CH:43][CH:42]=4)[CH2:48][CH2:49]3)=[O:32])[CH2:28][CH2:27][S:26]2(=[O:33])=[O:34])[C@H:10]([CH2:16][N:17]([CH3:18])[CH3:19])[CH2:11][C:12]([CH3:14])([CH3:15])[CH3:13])=[C:6]([F:38])[C:5]([O:39][CH3:40])=[CH:4][CH:3]=1. Given the reactants [Cl:1][C:2]1[C:7]([CH2:8][N:9]([CH2:20][C:21]2[CH:22]=[C:23]([CH:35]=[CH:36][CH:37]=2)[CH2:24][N:25]2[CH:29]([C:30]([OH:32])=O)[CH2:28][CH2:27][S:26]2(=[O:34])=[O:33])[C@H:10]([CH2:16][N:17]([CH3:19])[CH3:18])[CH2:11][C:12]([CH3:15])([CH3:14])[CH3:13])=[C:6]([F:38])[C:5]([O:39][CH3:40])=[CH:4][CH:3]=1.[C:41]1([CH:47]2[CH2:52][CH2:51][NH:50][CH2:49][CH2:48]2)[CH:46]=[CH:45][CH:44]=[CH:43][CH:42]=1, predict the reaction product. (2) The product is: [Cl:1][C:2]1[CH:3]=[CH:4][C:5]([CH3:30])=[C:6]([CH:29]=1)[CH2:7][NH:8][C:9]([C:12]1[C:16]([CH2:33][OH:32])=[N:15][O:14][N:13]=1)=[N:10][OH:11]. Given the reactants [Cl:1][C:2]1[CH:3]=[CH:4][C:5]([CH3:30])=[C:6]([CH:29]=1)[CH2:7][N:8](C)[C:9]([C:12]1[C:16](O[Si](C(C)C)(C(C)C)C(C)C)=[N:15][O:14][N:13]=1)=[N:10][OH:11].Cl.[O:32]1CCOC[CH2:33]1, predict the reaction product. (3) The product is: [F:1][C:2]1[C:7]([O:8][CH3:9])=[CH:6][CH:5]=[CH:4][C:3]=1[C:10]1[C:11]2[N:12]([N:16]=[C:17]([NH:19][C:20]3[CH:25]=[CH:24][C:23]([CH:26]4[CH2:27][CH2:28][N:29]([CH2:33][C:34]([N:36]([CH3:38])[CH3:37])=[O:35])[CH2:30][CH2:31]4)=[CH:22][CH:21]=3)[N:18]=2)[CH:13]=[CH:14][CH:15]=1. Given the reactants [F:1][C:2]1[C:7]([O:8][CH3:9])=[CH:6][CH:5]=[CH:4][C:3]=1[C:10]1[C:11]2[N:12]([N:16]=[C:17]([NH:19][C:20]3[CH:25]=[CH:24][C:23]([CH:26]4[CH2:31][CH2:30][NH:29][CH2:28][CH2:27]4)=[CH:22][CH:21]=3)[N:18]=2)[CH:13]=[CH:14][CH:15]=1.Cl[CH2:33][C:34]([N:36]([CH3:38])[CH3:37])=[O:35], predict the reaction product.